The task is: Predict which catalyst facilitates the given reaction.. This data is from Catalyst prediction with 721,799 reactions and 888 catalyst types from USPTO. (1) Reactant: [Br:1][C:2]1[C:7]([NH:8][C:9](=[O:14])[C:10]([F:13])([F:12])[F:11])=[CH:6][CH:5]=[C:4]([F:15])[N:3]=1.[CH2:16](Br)[CH:17]=[CH2:18].C(=O)([O-])[O-].[Na+].[Na+]. Product: [CH2:18]([N:8]([C:7]1[C:2]([Br:1])=[N:3][C:4]([F:15])=[CH:5][CH:6]=1)[C:9](=[O:14])[C:10]([F:12])([F:13])[F:11])[CH:17]=[CH2:16]. The catalyst class is: 23. (2) Reactant: ClC1C=C(C=CC=1)C(OO)=[O:6].[Cl:12][C:13]1[CH:52]=[CH:51][C:16]2[NH:17][C:18]([C@@H:20]([NH:25][C:26](=[O:50])[C:27]3[CH:32]=[CH:31][C:30]([C:33]([N:35]4[CH2:39][CH2:38][CH2:37][C@H:36]4[CH2:40][NH:41][C:42]([O:44][C:45]([CH3:48])([CH3:47])[CH3:46])=[O:43])=[O:34])=[C:29]([Cl:49])[CH:28]=3)[CH2:21][CH2:22][S:23][CH3:24])=[N:19][C:15]=2[CH:14]=1. Product: [Cl:12][C:13]1[CH:52]=[CH:51][C:16]2[NH:17][C:18]([C@@H:20]([NH:25][C:26](=[O:50])[C:27]3[CH:32]=[CH:31][C:30]([C:33]([N:35]4[CH2:39][CH2:38][CH2:37][C@H:36]4[CH2:40][NH:41][C:42]([O:44][C:45]([CH3:48])([CH3:47])[CH3:46])=[O:43])=[O:34])=[C:29]([Cl:49])[CH:28]=3)[CH2:21][CH2:22][S:23]([CH3:24])=[O:6])=[N:19][C:15]=2[CH:14]=1. The catalyst class is: 411. (3) Reactant: [N:1]([C:4]1[C:9]([CH2:10][CH2:11][CH3:12])=[C:8]([CH2:13][N:14]2[CH:18]=[CH:17][N:16]=[C:15]2[C:19]2[CH:24]=[CH:23][CH:22]=[C:21]([F:25])[N:20]=2)[N:7]=[C:6]([CH3:26])[N:5]=1)=[N+]=[N-]. Product: [NH2:1][C:4]1[C:9]([CH2:10][CH2:11][CH3:12])=[C:8]([CH2:13][N:14]2[CH:18]=[CH:17][N:16]=[C:15]2[C:19]2[CH:24]=[CH:23][CH:22]=[C:21]([F:25])[N:20]=2)[N:7]=[C:6]([CH3:26])[N:5]=1. The catalyst class is: 19.